The task is: Regression/Classification. Given a drug SMILES string, predict its absorption, distribution, metabolism, or excretion properties. Task type varies by dataset: regression for continuous measurements (e.g., permeability, clearance, half-life) or binary classification for categorical outcomes (e.g., BBB penetration, CYP inhibition). Dataset: cyp2d6_veith.. This data is from CYP2D6 inhibition data for predicting drug metabolism from PubChem BioAssay. (1) The molecule is O=C1OCCC=C1[C@@H](O)CCc1ccccc1. The result is 0 (non-inhibitor). (2) The result is 0 (non-inhibitor). The drug is O=c1c2ccccc2nnn1CSc1nnc(COc2ccc(Cl)cc2)n1Cc1ccco1. (3) The compound is COc1ccc(F)cc1S(=O)(=O)NC(Cc1ccccc1)C(N)=O. The result is 0 (non-inhibitor).